Dataset: Forward reaction prediction with 1.9M reactions from USPTO patents (1976-2016). Task: Predict the product of the given reaction. (1) Given the reactants [CH2:1]([O:5][C:6]1[N:14]=[C:13]2[C:9]([N:10]=[C:11]([O:23]C)[N:12]2[CH2:15][CH2:16][CH:17]2[CH2:22][CH2:21][CH2:20][NH:19][CH2:18]2)=[C:8]([NH2:25])[N:7]=1)[CH2:2][CH2:3][CH3:4].I[CH:27]([CH:29]1[CH2:34][CH2:33][CH2:32][CH2:31][CH2:30]1)[CH3:28], predict the reaction product. The product is: [NH2:25][C:8]1[N:7]=[C:6]([O:5][CH2:1][CH2:2][CH2:3][CH3:4])[N:14]=[C:13]2[C:9]=1[NH:10][C:11](=[O:23])[N:12]2[CH2:15][CH2:16][CH:17]1[CH2:22][CH2:21][CH2:20][N:19]([CH2:28][CH2:27][CH:29]2[CH2:34][CH2:33][CH2:32][CH2:31][CH2:30]2)[CH2:18]1. (2) Given the reactants [NH2:1][C:2]1[C:11]2[N:10]=[CH:9][C:8]([CH2:12][CH2:13][C:14]3[CH:19]=[CH:18][C:17]([OH:20])=[CH:16][C:15]=3[CH3:21])=[CH:7][C:6]=2[C:5]2[CH:22]=[CH:23][C:24]([CH3:26])=[CH:25][C:4]=2[N:3]=1.Br[CH2:28][CH2:29][CH2:30][P:31](=[O:38])([O:35][CH2:36][CH3:37])[O:32][CH2:33][CH3:34], predict the reaction product. The product is: [NH2:1][C:2]1[C:11]2[N:10]=[CH:9][C:8]([CH2:12][CH2:13][C:14]3[CH:19]=[CH:18][C:17]([O:20][CH2:28][CH2:29][CH2:30][P:31](=[O:38])([O:35][CH2:36][CH3:37])[O:32][CH2:33][CH3:34])=[CH:16][C:15]=3[CH3:21])=[CH:7][C:6]=2[C:5]2[CH:22]=[CH:23][C:24]([CH3:26])=[CH:25][C:4]=2[N:3]=1. (3) Given the reactants C(OC([N:8]1[CH2:13][CH2:12][CH:11]([N:14]2[C:19]3[CH:20]=[C:21]([Cl:24])[CH:22]=[CH:23][C:18]=3[O:17][CH2:16][C:15]2=[O:25])[CH2:10][CH2:9]1)=O)(C)(C)C, predict the reaction product. The product is: [Cl:24][C:21]1[CH:22]=[CH:23][C:18]2[O:17][CH2:16][C:15](=[O:25])[N:14]([CH:11]3[CH2:10][CH2:9][NH:8][CH2:13][CH2:12]3)[C:19]=2[CH:20]=1. (4) Given the reactants CC1(C)[C@H](C(OC[C:9]2[C:14](F)=[C:13](F)[CH:12]=[C:11](F)C=2F)=O)[C@H]1C=C(Cl)Cl.Br[CH:25]([CH:30]1C(C([O-])=O)[C:31]1(C)C)[C:26](Br)(Cl)Cl.C[C:39]1([CH3:63])[C:41]([CH3:43])([CH3:42])[CH:40]1[C:44]([O:46][CH:47]([C:50]1[CH:55]=[CH:54][CH:53]=[C:52]([O:56][C:57]2C=CC=CC=2)[CH:51]=1)C#N)=[O:45].CC1(C)[C@H](C(OCC2C(F)=C(F)C(F)=C(F)C=2F)=O)[C@H]1C=C(Cl)Cl.ClC(Cl)=CC1C(C([O-])=O)C1(C)C, predict the reaction product. The product is: [CH3:43][C:41]1([CH3:42])[CH:40]([C:44]([O:46][CH2:47][C:50]2[CH:51]=[C:52]([CH2:53][C:54]3[CH:55]=[CH:31][CH:30]=[CH:25][CH:26]=3)[O:56][CH:57]=2)=[O:45])[CH:39]1[CH:63]=[C:11]1[CH2:12][CH2:13][CH2:14][CH2:9]1. (5) Given the reactants O[CH:2]([CH:7]([N+:9]([O-:11])=[O:10])[CH3:8])[C:3]([O:5][CH3:6])=[O:4].C(N(CC)CC)C, predict the reaction product. The product is: [N+:9](/[C:7](/[CH3:8])=[CH:2]\[C:3]([O:5][CH3:6])=[O:4])([O-:11])=[O:10]. (6) Given the reactants ClC1C=C(Cl)C=CC=1C1C(=O)N(C)C2N(C)C3C(C=2C=1)=CC(C1C(C)=CNN=1)=CC=3.[F:31][C:32]1[CH:37]=[CH:36][C:35]([C:38]2[C:57](=[O:58])[N:56]([CH3:59])[C:41]3[N:42]([CH3:55])[C:43]4[C:48]([C:40]=3[CH:39]=2)=[CH:47][C:46]([C:49]2[NH:50][N:51]=[CH:52][C:53]=2[CH3:54])=[CH:45][CH:44]=4)=[CH:34][CH:33]=1.[C:60](Cl)(=[O:65])[C:61]([CH3:64])([CH3:63])[CH3:62], predict the reaction product. The product is: [CH3:62][C:61]([CH3:64])([CH3:63])[C:60]([N:51]1[CH:52]=[C:53]([CH3:54])[C:49]([C:46]2[CH:47]=[C:48]3[C:43](=[CH:44][CH:45]=2)[N:42]([CH3:55])[C:41]2[N:56]([CH3:59])[C:57](=[O:58])[C:38]([C:35]4[CH:36]=[CH:37][C:32]([F:31])=[CH:33][CH:34]=4)=[CH:39][C:40]3=2)=[N:50]1)=[O:65].